From a dataset of Forward reaction prediction with 1.9M reactions from USPTO patents (1976-2016). Predict the product of the given reaction. Given the reactants [F:1][C:2]1[C:3]([N:9]=[CH:10][N:11]([CH3:13])[CH3:12])=[N:4][C:5]([OH:8])=[N:6][CH:7]=1.C(=O)([O-])[O-].[K+].[K+].[F:20][C:21]1[CH:28]=[CH:27][C:24]([CH2:25]Br)=[CH:23][CH:22]=1, predict the reaction product. The product is: [F:1][C:2]1[C:3]([N:9]=[CH:10][N:11]([CH3:13])[CH3:12])=[N:4][C:5](=[O:8])[N:6]([CH2:25][C:24]2[CH:27]=[CH:28][C:21]([F:20])=[CH:22][CH:23]=2)[CH:7]=1.